Dataset: Forward reaction prediction with 1.9M reactions from USPTO patents (1976-2016). Task: Predict the product of the given reaction. Given the reactants C(SCC1[C:15]2[C:10](=[CH:11][CH:12]=[C:13](C3C=CC=CC=3)[CH:14]=2)[NH:9]C(C)(C)C=1)C=C.Br[CH2:25][C:26]1[C:35]2[C:30](=[CH:31][CH:32]=[C:33]([C:36]3[CH:41]=[CH:40][CH:39]=[CH:38][C:37]=3[O:42][CH3:43])[CH:34]=2)[NH:29][C:28]([CH3:45])([CH3:44])[CH:27]=1.C(=O)([O-])[O-].[K+].[K+].C(S)C=C, predict the reaction product. The product is: [CH3:43][O:42][C:37]1[CH:38]=[CH:39][CH:40]=[CH:41][C:36]=1[C:33]1[CH:34]=[C:35]2[C:30](=[CH:31][CH:32]=1)[NH:29][C:28]([CH3:45])([CH3:44])[CH:27]=[C:26]2[CH2:25][NH:9][C:10]1[CH:15]=[CH:14][CH:13]=[CH:12][CH:11]=1.